Dataset: Full USPTO retrosynthesis dataset with 1.9M reactions from patents (1976-2016). Task: Predict the reactants needed to synthesize the given product. (1) Given the product [C:41]([C:38]1[CH:39]=[CH:40][C:35]([C:32]2[CH:31]=[CH:30][C:29]([N:26]3[CH:27]=[CH:28][C:24]([C@@H:11]([C:12]([NH:14][C@H:15]([C:20](=[O:23])[NH:21][CH3:22])[C:16]([CH3:19])([CH3:17])[CH3:18])=[O:13])[CH2:10][C:9]([OH:43])=[O:8])=[CH:25]3)=[CH:34][CH:33]=2)=[CH:36][CH:37]=1)#[N:42], predict the reactants needed to synthesize it. The reactants are: C([O:8][C:9](=[O:43])[CH2:10][C@@H:11]([C:24]1[CH:28]=[CH:27][N:26]([C:29]2[CH:34]=[CH:33][C:32]([C:35]3[CH:40]=[CH:39][C:38]([C:41]#[N:42])=[CH:37][CH:36]=3)=[CH:31][CH:30]=2)[CH:25]=1)[C:12]([NH:14][C@H:15]([C:20](=[O:23])[NH:21][CH3:22])[C:16]([CH3:19])([CH3:18])[CH3:17])=[O:13])C1C=CC=CC=1. (2) Given the product [Br:1][C:2]1[CH:3]=[CH:4][C:5]2[N:17]=[C:9]([CH2:10][C:11]([CH3:14])([CH3:13])[CH3:12])[N:8]([CH3:16])[C:6]=2[CH:7]=1, predict the reactants needed to synthesize it. The reactants are: [Br:1][C:2]1[CH:3]=[CH:4][C:5]([N+:17]([O-])=O)=[C:6]([N:8]([CH3:16])[C:9](=O)[CH2:10][C:11]([CH3:14])([CH3:13])[CH3:12])[CH:7]=1. (3) Given the product [C:13]([N:6]1[C:7]2[C:3](=[C:2]([Br:1])[CH:10]=[CH:9][CH:8]=2)[C:4]([CH:11]=[O:12])=[CH:5]1)(=[O:15])[CH3:14], predict the reactants needed to synthesize it. The reactants are: [Br:1][C:2]1[CH:10]=[CH:9][CH:8]=[C:7]2[C:3]=1[C:4]([CH:11]=[O:12])=[CH:5][NH:6]2.[C:13](OC(=O)C)(=[O:15])[CH3:14]. (4) Given the product [ClH:24].[F:22][C:20]([F:21])([F:23])[CH2:19][C:16]1[S:15][C:14]([N:11]2[CH2:12][CH2:13][NH:8][CH2:9][CH2:10]2)=[N:18][CH:17]=1, predict the reactants needed to synthesize it. The reactants are: C(OC([N:8]1[CH2:13][CH2:12][N:11]([C:14]2[S:15][C:16]([CH2:19][C:20]([F:23])([F:22])[F:21])=[CH:17][N:18]=2)[CH2:10][CH2:9]1)=O)(C)(C)C.[ClH:24]. (5) Given the product [CH2:10]([NH:16][C:2]1[CH:7]=[CH:6][C:5]([O:8][CH3:9])=[CH:4][CH:3]=1)[CH2:11][CH2:12][CH2:13][CH2:14][CH3:15], predict the reactants needed to synthesize it. The reactants are: Cl[C:2]1[CH:7]=[CH:6][C:5]([O:8][CH3:9])=[CH:4][CH:3]=1.[CH2:10]([NH2:16])[CH2:11][CH2:12][CH2:13][CH2:14][CH3:15].CC(C)([O-])C.[Na+]. (6) Given the product [C:34]([CH2:33][C@@H:32]([NH:31][C:14]([C:16]1[S:17][CH:18]=[CH:19][C:20]=1[NH:21][C:22]1[CH:27]=[CH:26][N:25]=[C:24]2[NH:28][CH:29]=[CH:30][C:23]=12)=[O:15])[C:37]1[CH:42]=[CH:41][CH:40]=[CH:39][CH:38]=1)(=[O:35])[NH2:36], predict the reactants needed to synthesize it. The reactants are: C(OC(N1CCC(N[C:14]([C:16]2[S:17][CH:18]=[CH:19][C:20]=2[NH:21][C:22]2[CH:27]=[CH:26][N:25]=[C:24]3[NH:28][CH:29]=[CH:30][C:23]=23)=[O:15])C1)=O)(C)(C)C.[NH2:31][C@@H:32]([C:37]1[CH:42]=[CH:41][CH:40]=[CH:39][CH:38]=1)[CH2:33][C:34]([NH2:36])=[O:35].